The task is: Predict the reactants needed to synthesize the given product.. This data is from Full USPTO retrosynthesis dataset with 1.9M reactions from patents (1976-2016). (1) Given the product [C:26]([O:30][C:31](=[O:49])[N:32]([CH2:41][C:42]1[CH:47]=[CH:46][C:45]([Cl:48])=[CH:44][CH:43]=1)[C:33]1[S:34][C:35]([CH:39]([OH:40])[C:2]2[C:10]3[C:5](=[N:6][CH:7]=[CH:8][CH:9]=3)[N:4]([Si:11]([CH:18]([CH3:20])[CH3:19])([CH:15]([CH3:17])[CH3:16])[CH:12]([CH3:14])[CH3:13])[CH:3]=2)=[C:36]([Cl:38])[N:37]=1)([CH3:29])([CH3:27])[CH3:28], predict the reactants needed to synthesize it. The reactants are: I[C:2]1[C:10]2[C:5](=[N:6][CH:7]=[CH:8][CH:9]=2)[N:4]([Si:11]([CH:18]([CH3:20])[CH3:19])([CH:15]([CH3:17])[CH3:16])[CH:12]([CH3:14])[CH3:13])[CH:3]=1.C([Mg]Cl)(C)C.[C:26]([O:30][C:31](=[O:49])[N:32]([CH2:41][C:42]1[CH:47]=[CH:46][C:45]([Cl:48])=[CH:44][CH:43]=1)[C:33]1[S:34][C:35]([CH:39]=[O:40])=[C:36]([Cl:38])[N:37]=1)([CH3:29])([CH3:28])[CH3:27].O. (2) Given the product [Br:1][CH2:2][CH2:3][O:4][C:5]1[CH:10]=[CH:9][C:8]([NH:11][C:23](=[O:24])[C:22]2[CH:26]=[CH:27][CH:28]=[C:20]([O:19][CH3:18])[CH:21]=2)=[CH:7][C:6]=1[C:12]1[N:13]([CH3:17])[N:14]=[CH:15][CH:16]=1, predict the reactants needed to synthesize it. The reactants are: [Br:1][CH2:2][CH2:3][O:4][C:5]1[CH:10]=[CH:9][C:8]([NH2:11])=[CH:7][C:6]=1[C:12]1[N:13]([CH3:17])[N:14]=[CH:15][CH:16]=1.[CH3:18][O:19][C:20]1[CH:21]=[C:22]([CH:26]=[CH:27][CH:28]=1)[C:23](Cl)=[O:24].C(N(CC)CC)C. (3) Given the product [C:9]1([NH:8]/[C:2](/[CH3:1])=[CH:3]\[C:4](=[O:6])[CH3:5])[CH:14]=[CH:13][CH:12]=[CH:11][CH:10]=1, predict the reactants needed to synthesize it. The reactants are: [CH3:1][C:2](=O)[CH2:3][C:4](=[O:6])[CH3:5].[NH2:8][C:9]1[CH:14]=[CH:13][CH:12]=[CH:11][CH:10]=1.O.C1(C)C=CC(S(O)(=O)=O)=CC=1. (4) Given the product [F:30][C:29]([F:32])([F:31])[C:27]([OH:33])=[O:28].[NH2:8][C:9]1[CH:14]=[CH:13][C:12]([N:15]2[C:24](=[O:25])[C:23]3[C:18](=[CH:19][CH:20]=[CH:21][CH:22]=3)[NH:17][C:16]2=[O:26])=[CH:11][CH:10]=1, predict the reactants needed to synthesize it. The reactants are: C(OC([NH:8][C:9]1[CH:14]=[CH:13][C:12]([N:15]2[C:24](=[O:25])[C:23]3[C:18](=[CH:19][CH:20]=[CH:21][CH:22]=3)[NH:17][C:16]2=[O:26])=[CH:11][CH:10]=1)=O)(C)(C)C.[C:27]([OH:33])([C:29]([F:32])([F:31])[F:30])=[O:28]. (5) Given the product [F:1][C:2]1[C:3]2[CH:4]=[C:5]3[C:11]4[N:12]=[C:13]([C:19]5[C:20]([N:39]([CH3:44])[S:40]([CH3:43])(=[O:42])=[O:41])=[CH:21][C:22]6[O:26][C:25]([C:27]7[CH:28]=[CH:29][C:30]([F:33])=[CH:31][CH:32]=7)=[C:24]([C:34]([NH:36][CH3:37])=[O:35])[C:23]=6[CH:38]=5)[N:14]=[CH:15][C:16]=4[CH2:17][CH2:18][N:6]3[C:7]=2[CH:8]=[CH:9][CH:10]=1, predict the reactants needed to synthesize it. The reactants are: [F:1][C:2]1[CH:10]=[CH:9][CH:8]=[C:7]2[C:3]=1[CH:4]=[C:5]([C:11]1[C:16]([CH:17]=[CH2:18])=[CH:15][N:14]=[C:13]([C:19]3[C:20]([N:39]([CH3:44])[S:40]([CH3:43])(=[O:42])=[O:41])=[CH:21][C:22]4[O:26][C:25]([C:27]5[CH:32]=[CH:31][C:30]([F:33])=[CH:29][CH:28]=5)=[C:24]([C:34]([NH:36][CH3:37])=[O:35])[C:23]=4[CH:38]=3)[N:12]=1)[NH:6]2.[O-]P([O-])([O-])=O.[K+].[K+].[K+]. (6) Given the product [F:29][CH:30]1[CH2:33][N:32]([C:25]([C:5]2[CH:4]=[N:3][N:2]([CH3:1])[C:6]=2[C:7]([NH:8][C:9]2[CH:14]=[CH:13][N:12]3[N:15]=[C:16]([C:18]4[CH:23]=[CH:22][CH:21]=[CH:20][CH:19]=4)[N:17]=[C:11]3[CH:10]=2)=[O:24])=[O:27])[CH2:31]1, predict the reactants needed to synthesize it. The reactants are: [CH3:1][N:2]1[C:6]([C:7](=[O:24])[NH:8][C:9]2[CH:14]=[CH:13][N:12]3[N:15]=[C:16]([C:18]4[CH:23]=[CH:22][CH:21]=[CH:20][CH:19]=4)[N:17]=[C:11]3[CH:10]=2)=[C:5]([C:25]([OH:27])=O)[CH:4]=[N:3]1.Cl.[F:29][CH:30]1[CH2:33][NH:32][CH2:31]1.C(N(C(C)C)CC)(C)C.CCCP(=O)=O. (7) The reactants are: [CH2:1]([O:4][N:5]1C(=O)C2=CC=CC=C2C1=O)[C:2]#[CH:3].O.NN.[OH:19][C:20]1[CH:25]=[CH:24][C:23]([C:26](=O)[CH3:27])=[CH:22][C:21]=1[CH3:29].C(=O)(O)[O-].[Na+]. Given the product [CH3:29][C:21]1[CH:22]=[C:23]([C:26](=[N:5][O:4][CH2:1][C:2]#[CH:3])[CH3:27])[CH:24]=[CH:25][C:20]=1[OH:19], predict the reactants needed to synthesize it. (8) Given the product [CH3:14][O:15][CH2:16][C:17]1([CH2:30][N:31]([C@@H:32]2[CH2:34][C@H:33]2[C:35]2[CH:40]=[CH:39][CH:38]=[CH:37][CH:36]=2)[C:6](=[O:11])[C:7]([F:8])([F:9])[F:10])[CH2:22][CH2:21][N:20]([C:23]([O:25][C:26]([CH3:29])([CH3:27])[CH3:28])=[O:24])[CH2:19][CH2:18]1, predict the reactants needed to synthesize it. The reactants are: [F:8][C:7]([F:10])([F:9])[C:6](O[C:6](=[O:11])[C:7]([F:10])([F:9])[F:8])=[O:11].[CH3:14][O:15][CH2:16][C:17]1([CH2:30][NH:31][C@@H:32]2[CH2:34][C@H:33]2[C:35]2[CH:40]=[CH:39][CH:38]=[CH:37][CH:36]=2)[CH2:22][CH2:21][N:20]([C:23]([O:25][C:26]([CH3:29])([CH3:28])[CH3:27])=[O:24])[CH2:19][CH2:18]1.C(N(CC)C(C)C)(C)C.